Dataset: Blood-brain barrier permeability classification from the B3DB database. Task: Regression/Classification. Given a drug SMILES string, predict its absorption, distribution, metabolism, or excretion properties. Task type varies by dataset: regression for continuous measurements (e.g., permeability, clearance, half-life) or binary classification for categorical outcomes (e.g., BBB penetration, CYP inhibition). Dataset: b3db_classification. The compound is CCCN(CCCCN1C(=O)CC2(CCCC2)CC1=O)C1COc2cccc(OC)c2C1. The result is 1 (penetrates BBB).